This data is from Full USPTO retrosynthesis dataset with 1.9M reactions from patents (1976-2016). The task is: Predict the reactants needed to synthesize the given product. (1) Given the product [NH:28]1[C:20]([CH2:19][C:12]2[C:13]3[C:18](=[CH:17][CH:16]=[CH:15][CH:14]=3)[N:10]([CH2:9][C:8]3[C:4]4[CH:3]=[C:2]([Cl:1])[CH:23]=[CH:22][C:5]=4[S:6][CH:7]=3)[CH:11]=2)=[N:21][N:30]=[N:29]1, predict the reactants needed to synthesize it. The reactants are: [Cl:1][C:2]1[CH:23]=[CH:22][C:5]2[S:6][CH:7]=[C:8]([CH2:9][N:10]3[C:18]4[C:13](=[CH:14][CH:15]=[CH:16][CH:17]=4)[C:12]([CH2:19][C:20]#[N:21])=[CH:11]3)[C:4]=2[CH:3]=1.[Si]([N:28]=[N+:29]=[N-:30])(C)(C)C. (2) Given the product [C:1]([N:4]([CH2:24][C:25]1[CH:30]=[C:29]([C:31]([F:34])([F:33])[F:32])[CH:28]=[C:27]([C:35]([F:38])([F:37])[F:36])[CH:26]=1)[CH:5]1[CH2:11][CH2:10][CH2:9][N:8]([C:12]([O:14][CH:15]([CH3:17])[CH3:16])=[O:13])[C:7]2[C:18]([NH2:42])=[CH:19][C:20]([CH3:22])=[CH:21][C:6]1=2)(=[O:3])[CH3:2], predict the reactants needed to synthesize it. The reactants are: [C:1]([N:4]([CH2:24][C:25]1[CH:30]=[C:29]([C:31]([F:34])([F:33])[F:32])[CH:28]=[C:27]([C:35]([F:38])([F:37])[F:36])[CH:26]=1)[CH:5]1[CH2:11][CH2:10][CH2:9][N:8]([C:12]([O:14][CH:15]([CH3:17])[CH3:16])=[O:13])[C:7]2[C:18](Br)=[CH:19][C:20]([CH3:22])=[CH:21][C:6]1=2)(=[O:3])[CH3:2].C([N:42](CC1C=C(C(F)(F)F)C=C(C(F)(F)F)C=1)C1CCCN(C(OC(C)C)=O)C2C=C(N)C=CC1=2)(=O)C. (3) Given the product [O:1]1[CH:5]=[CH:4][CH:3]=[C:2]1[CH:6]([CH:8]1[CH2:12][CH2:11][CH2:10][NH:9]1)[OH:7], predict the reactants needed to synthesize it. The reactants are: [O:1]1[CH:5]=[CH:4][CH:3]=[C:2]1[CH:6]([CH:8]1[CH2:12][CH2:11][CH2:10][N:9]1C(OC(C)(C)C)=O)[OH:7].FC(F)(F)C(O)=O.[OH-].[Na+]. (4) Given the product [CH2:1]([O:3][NH:11][CH2:10][C:15]1[CH:6]=[CH:19][CH:18]=[CH:17][CH:16]=1)[CH3:2], predict the reactants needed to synthesize it. The reactants are: [CH2:1]([O:3]N)[CH3:2].Cl.[CH2:6](Cl)Cl.[BH3-][C:10]#[N:11].[Na+].Cl.N1[CH:19]=[CH:18][CH:17]=[CH:16][CH:15]=1. (5) Given the product [Cl:15][C:16]1[CH:17]=[C:18]([NH:23][C:24]2[NH:36][N:35]=[C:8]3[C:9]4[C:5]([CH2:6][C:7]=23)=[CH:4][C:3]([O:2][CH3:1])=[C:11]([O:12][CH3:13])[CH:10]=4)[CH:19]=[C:20]([Cl:22])[CH:21]=1, predict the reactants needed to synthesize it. The reactants are: [CH3:1][O:2][C:3]1[CH:4]=[C:5]2[C:9](=[CH:10][C:11]=1[O:12][CH3:13])[C:8](=O)[CH2:7][CH2:6]2.[Cl:15][C:16]1[CH:17]=[C:18]([N:23]=[C:24]=S)[CH:19]=[C:20]([Cl:22])[CH:21]=1.C[Si](C)(C)[Si](C)(C)C.[Li].[NH2:35][NH2:36]. (6) Given the product [CH3:21][O:20][C:14]1[CH:13]=[C:12]([C:7]2[NH:6][C:5](=[O:22])[C:4]3[C:9](=[CH:10][CH:11]=[C:2]([NH:1][C:25]4[CH:30]=[CH:29][N:28]=[CH:27][CH:26]=4)[CH:3]=3)[N:8]=2)[CH:17]=[C:16]([O:18][CH3:19])[CH:15]=1, predict the reactants needed to synthesize it. The reactants are: [NH2:1][C:2]1[CH:3]=[C:4]2[C:9](=[CH:10][CH:11]=1)[N:8]=[C:7]([C:12]1[CH:17]=[C:16]([O:18][CH3:19])[CH:15]=[C:14]([O:20][CH3:21])[CH:13]=1)[NH:6][C:5]2=[O:22].Cl.Br[C:25]1[CH:30]=[CH:29][N:28]=[CH:27][CH:26]=1.CC(C)([O-])C.[Na+].